This data is from Catalyst prediction with 721,799 reactions and 888 catalyst types from USPTO. The task is: Predict which catalyst facilitates the given reaction. Reactant: Cl[S:2]([CH2:5][CH2:6][CH2:7][NH:8][C:9](=[O:11])[CH3:10])(=[O:4])=[O:3].[OH:12][CH2:13][C:14]([CH3:27])([CH3:26])[C:15]([O:17][CH2:18][CH2:19][O:20][C:21]([O:23][CH2:24][CH3:25])=[O:22])=[O:16].C(N(CC)CC)C. Product: [C:9]([NH:8][CH2:7][CH2:6][CH2:5][S:2]([O:12][CH2:13][C:14]([CH3:26])([CH3:27])[C:15]([O:17][CH2:18][CH2:19][O:20][C:21]([O:23][CH2:24][CH3:25])=[O:22])=[O:16])(=[O:4])=[O:3])(=[O:11])[CH3:10]. The catalyst class is: 154.